Task: Predict the reactants needed to synthesize the given product.. Dataset: Full USPTO retrosynthesis dataset with 1.9M reactions from patents (1976-2016) Given the product [CH3:13][N:8]1[C:9]2[C:5](=[C:4]([N+:1]([O-:3])=[O:2])[CH:12]=[CH:11][CH:10]=2)[CH:6]=[CH:7]1, predict the reactants needed to synthesize it. The reactants are: [N+:1]([C:4]1[CH:12]=[CH:11][CH:10]=[C:9]2[C:5]=1[CH:6]=[CH:7][NH:8]2)([O-:3])=[O:2].[C:13](=O)([O-])[O-].[K+].[K+].CI.